This data is from Forward reaction prediction with 1.9M reactions from USPTO patents (1976-2016). The task is: Predict the product of the given reaction. Given the reactants [Si:1]([O:8][C@@H:9]1[C@@:26]2([CH3:27])[C:13](=[CH:14][CH:15]=[C:16]3[C@@H:25]2[CH2:24][CH2:23][C@@:21]2([CH3:22])[C@H:17]3[CH2:18][CH:19]=[C:20]2[CH2:28][OH:29])[CH2:12][C@@H:11]([O:30][Si:31]([C:34]([CH3:37])([CH3:36])[CH3:35])([CH3:33])[CH3:32])[CH2:10]1)([C:4]([CH3:7])([CH3:6])[CH3:5])([CH3:3])[CH3:2].Br/[CH:39]=[CH:40]/[CH2:41][C:42]([O:45][Si:46]([CH2:51][CH3:52])([CH2:49][CH3:50])[CH2:47][CH3:48])([CH3:44])[CH3:43].[H-].[Na+].C1OCCOCCOCCOCCOC1, predict the reaction product. The product is: [Si:1]([O:8][C@@H:9]1[C@@:26]2([CH3:27])[C:13](=[CH:14][CH:15]=[C:16]3[C@@H:25]2[CH2:24][CH2:23][C@@:21]2([CH3:22])[C@H:17]3[CH2:18][CH:19]=[C:20]2[CH2:28][O:29]/[CH:39]=[CH:40]/[CH2:41][C:42]([O:45][Si:46]([CH2:47][CH3:48])([CH2:49][CH3:50])[CH2:51][CH3:52])([CH3:43])[CH3:44])[CH2:12][C@@H:11]([O:30][Si:31]([C:34]([CH3:37])([CH3:36])[CH3:35])([CH3:32])[CH3:33])[CH2:10]1)([C:4]([CH3:7])([CH3:6])[CH3:5])([CH3:3])[CH3:2].